This data is from Full USPTO retrosynthesis dataset with 1.9M reactions from patents (1976-2016). The task is: Predict the reactants needed to synthesize the given product. (1) Given the product [C:1]([O:5][C:6]([NH:8][C@@H:9]([CH2:14][CH2:15][O:16][C@@H:17]([C@@H:26]([CH2:39][C:40]1[CH:45]=[CH:44][C:43]([F:46])=[CH:42][CH:41]=1)[C@@H:27]([O:29][CH2:30][C:31]1[CH:36]=[CH:35][C:34]([O:37][CH3:38])=[CH:33][CH:32]=1)[CH3:28])[CH2:18][CH2:19][C:20]1[CH:25]=[CH:24][CH:23]=[CH:22][CH:21]=1)[C:10]([O:12][CH3:13])=[O:11])=[O:7])([CH3:2])([CH3:3])[CH3:4], predict the reactants needed to synthesize it. The reactants are: [C:1]([O:5][C:6]([NH:8][C:9](=[CH:14][CH2:15][O:16][C@@H:17]([C@@H:26]([CH2:39][C:40]1[CH:45]=[CH:44][C:43]([F:46])=[CH:42][CH:41]=1)[C@@H:27]([O:29][CH2:30][C:31]1[CH:36]=[CH:35][C:34]([O:37][CH3:38])=[CH:33][CH:32]=1)[CH3:28])[CH2:18][CH2:19][C:20]1[CH:25]=[CH:24][CH:23]=[CH:22][CH:21]=1)[C:10]([O:12][CH3:13])=[O:11])=[O:7])([CH3:4])([CH3:3])[CH3:2]. (2) Given the product [CH3:23][O:22][N:21]([CH3:20])[C:8](=[O:10])[C@@H:7]([C@H:5]1[CH2:4][O:3][C:2](=[O:1])[NH:6]1)[CH3:11], predict the reactants needed to synthesize it. The reactants are: [O:1]=[C:2]1[NH:6][C@@H:5]([C@@H:7]([CH3:11])[C:8]([OH:10])=O)[CH2:4][O:3]1.ClC(N(C)C)=C(C)C.[CH3:20][NH:21][O:22][CH3:23].N1C=CC=CC=1. (3) Given the product [F:1][C:2]1[CH:9]=[CH:8][C:5]([C:6]([NH:10][OH:11])=[NH:7])=[CH:4][CH:3]=1, predict the reactants needed to synthesize it. The reactants are: [F:1][C:2]1[CH:9]=[CH:8][C:5]([C:6]#[N:7])=[CH:4][CH:3]=1.[NH2:10][OH:11]. (4) Given the product [CH:23]1(/[CH:22]=[C:21](\[C:29]2[CH:34]=[CH:33][C:32]([S:35]([CH3:38])(=[O:37])=[O:36])=[CH:31][CH:30]=2)/[CH2:20][OH:19])[CH2:28][CH2:27][CH2:26][CH2:25][CH2:24]1, predict the reactants needed to synthesize it. The reactants are: CC(C[AlH]CC(C)C)C.C1(C)C=CC=CC=1.C([O:19][C:20](=O)/[C:21](/[C:29]1[CH:34]=[CH:33][C:32]([S:35]([CH3:38])(=[O:37])=[O:36])=[CH:31][CH:30]=1)=[CH:22]/[CH:23]1[CH2:28][CH2:27][CH2:26][CH2:25][CH2:24]1)C.CO. (5) Given the product [NH:31]1[C:32]2[CH:38]=[CH:37][CH:36]=[CH:35][C:33]=2[N:34]=[C:30]1[CH:27]1[CH2:28][CH2:29][N:24]([CH2:12][CH2:13][CH:14]2[O:15][C:16](=[O:23])[C:17]([CH2:19][CH3:20])([CH2:21][CH3:22])[CH2:18]2)[CH2:25][CH2:26]1, predict the reactants needed to synthesize it. The reactants are: CC1C=CC(S(O[CH2:12][CH2:13][CH:14]2[CH2:18][C:17]([CH2:21][CH3:22])([CH2:19][CH3:20])[C:16](=[O:23])[O:15]2)(=O)=O)=CC=1.[NH:24]1[CH2:29][CH2:28][CH:27]([C:30]2[NH:34][C:33]3[CH:35]=[CH:36][CH:37]=[CH:38][C:32]=3[N:31]=2)[CH2:26][CH2:25]1. (6) Given the product [NH:11]1[C:15]2[CH:16]=[CH:17][CH:18]=[CH:19][C:14]=2[N:13]=[C:12]1[C@H:8]([NH:9][C:10]([NH:32][CH2:31][CH2:30][N:27]1[CH2:28][CH2:29][N:24]([CH3:23])[CH2:25][CH2:26]1)=[O:20])[CH2:7][C:6]1[CH:5]=[CH:4][C:3]([O:2][CH3:1])=[CH:22][CH:21]=1, predict the reactants needed to synthesize it. The reactants are: [CH3:1][O:2][C:3]1[CH:22]=[CH:21][C:6]([CH2:7][C@@H:8]2[C:12]3=[N:13][C:14]4[CH:19]=[CH:18][CH:17]=[CH:16][C:15]=4[N:11]3[C:10](=[O:20])[NH:9]2)=[CH:5][CH:4]=1.[CH3:23][N:24]1[CH2:29][CH2:28][N:27]([CH2:30][CH2:31][NH2:32])[CH2:26][CH2:25]1.C(O)(C(F)(F)F)=O. (7) Given the product [CH:2]1([CH2:1][CH2:8][CH:9]([OH:11])[CH3:10])[CH2:7][CH2:6][CH2:5][CH2:4][CH2:3]1, predict the reactants needed to synthesize it. The reactants are: [CH:1](=[CH:8][C:9](=[O:11])[CH3:10])[C:2]1[CH:7]=[CH:6][CH:5]=[CH:4][CH:3]=1. (8) Given the product [O:19]1[C:20]2[CH:26]=[CH:25][CH:24]=[CH:23][C:21]=2[CH2:22][CH:18]1[C:16]([NH:15][C:6]1([C:4]([OH:5])=[O:3])[CH2:14][C:13]2[C:8](=[CH:9][CH:10]=[CH:11][CH:12]=2)[CH2:7]1)=[O:17], predict the reactants needed to synthesize it. The reactants are: C([O:3][C:4]([C:6]1([NH:15][C:16]([CH:18]2[CH2:22][C:21]3[CH:23]=[CH:24][CH:25]=[CH:26][C:20]=3[O:19]2)=[O:17])[CH2:14][C:13]2[C:8](=[CH:9][CH:10]=[CH:11][CH:12]=2)[CH2:7]1)=[O:5])C.O1CCOCC1.CO.O[Li].O. (9) Given the product [CH3:42][C:26]1[N:9]2[C:8]3[CH:7]=[C:6]([C:4]([OH:3])=[O:5])[NH:14][C:13]=3[CH:12]=[CH:11][C:10]2=[N:24][N:25]=1, predict the reactants needed to synthesize it. The reactants are: C([O:3][C:4]([C:6]1[N:14](S(C2C=CC=CC=2)(=O)=O)[C:13]2[C:8](=[N:9][C:10]([N:24](C(OC(C)(C)C)=O)[NH:25][C:26](OC(C)(C)C)=O)=[CH:11][CH:12]=2)[CH:7]=1)=[O:5])C.[OH-].[Na+].[CH3:42]C(O)=O. (10) Given the product [OH:35][CH2:34][C:33]1[N:29]([C:25]2[CH:24]=[C:23]([C:22]3[CH2:21][C:20](=[O:43])[NH:19][C:9]4[CH:10]=[C:11]([C:15]([F:16])([F:18])[F:17])[C:12]([CH3:14])=[CH:13][C:8]=4[N:7]=3)[CH:28]=[CH:27][CH:26]=2)[N:30]=[N:31][CH:32]=1, predict the reactants needed to synthesize it. The reactants are: C(OC(=O)[NH:7][C:8]1[CH:13]=[C:12]([CH3:14])[C:11]([C:15]([F:18])([F:17])[F:16])=[CH:10][C:9]=1[NH:19][C:20](=[O:43])[CH2:21][C:22](=O)[C:23]1[CH:28]=[CH:27][CH:26]=[C:25]([N:29]2[C:33]([CH2:34][O:35]C3CCCCO3)=[CH:32][N:31]=[N:30]2)[CH:24]=1)(C)(C)C.C(O)(C(F)(F)F)=O.